This data is from Catalyst prediction with 721,799 reactions and 888 catalyst types from USPTO. The task is: Predict which catalyst facilitates the given reaction. (1) Reactant: [CH2:1]([C:3]1[CH:4]=[C:5]([NH:15][C:16](=[O:24])OC2C=CC=CC=2)[CH:6]=[C:7]([C:9]2[CH:10]=[N:11][CH:12]=[CH:13][CH:14]=2)[CH:8]=1)[CH3:2].[CH3:25][O:26][C:27]1[CH:28]=[C:29]2[C:33](=[CH:34][C:35]=1[C:36]([F:39])([F:38])[F:37])[NH:32][CH2:31][CH2:30]2. Product: [CH2:1]([C:3]1[CH:8]=[C:7]([C:9]2[CH:10]=[N:11][CH:12]=[CH:13][CH:14]=2)[CH:6]=[C:5]([NH:15][C:16]([N:32]2[C:33]3[C:29](=[CH:28][C:27]([O:26][CH3:25])=[C:35]([C:36]([F:38])([F:39])[F:37])[CH:34]=3)[CH2:30][CH2:31]2)=[O:24])[CH:4]=1)[CH3:2]. The catalyst class is: 3. (2) Reactant: [CH3:1][O:2][C:3]1[CH:8]=[CH:7][C:6]([CH2:9][CH2:10][CH2:11][CH2:12][C:13]([N:15]2[C@H:19]([C:20]3[CH:25]=[CH:24][CH:23]=[CH:22][CH:21]=3)[CH2:18][O:17][C:16]2=[O:26])=[O:14])=[CH:5][CH:4]=1.C[Si](C)(C)[N-][Si](C)(C)C.[Na+].C1(S(N2C(C3C=CC=CC=3)O2)(=O)=[O:44])C=CC=CC=1.C12(CS(O)(=O)=O)C(C)(C)C(CC1)CC2=O. Product: [OH:44][C@H:12]([CH2:11][CH2:10][CH2:9][C:6]1[CH:7]=[CH:8][C:3]([O:2][CH3:1])=[CH:4][CH:5]=1)[C:13]([N:15]1[C@H:19]([C:20]2[CH:25]=[CH:24][CH:23]=[CH:22][CH:21]=2)[CH2:18][O:17][C:16]1=[O:26])=[O:14]. The catalyst class is: 253. (3) Reactant: CSC.B(F)(F)F.CCOCC.[NH2:13][CH:14]1[CH2:19][CH2:18][CH2:17][CH:16]([NH:20][C:21]([C:23]2[C:27]([CH3:28])=[C:26]([C:29]3[CH:34]=[CH:33][C:32]([O:35]CC4C=CC=CC=4)=[CH:31][CH:30]=3)[N:25]([C:43]3[CH:48]=[CH:47][C:46]([Cl:49])=[CH:45][C:44]=3[Cl:50])[N:24]=2)=[O:22])[CH2:15]1.O. Product: [NH2:13][CH:14]1[CH2:19][CH2:18][CH2:17][CH:16]([NH:20][C:21]([C:23]2[C:27]([CH3:28])=[C:26]([C:29]3[CH:30]=[CH:31][C:32]([OH:35])=[CH:33][CH:34]=3)[N:25]([C:43]3[CH:48]=[CH:47][C:46]([Cl:49])=[CH:45][C:44]=3[Cl:50])[N:24]=2)=[O:22])[CH2:15]1. The catalyst class is: 2. (4) Reactant: [CH3:1][C:2]1[S:6][C:5]([CH2:7][C:8]2[S:12][C:11]([CH:13]=[O:14])=[CH:10][CH:9]=2)=[CH:4][CH:3]=1.[H-].[Al+3].[Li+].[H-].[H-].[H-].O.C(OCC)(=O)C. Product: [CH3:1][C:2]1[S:6][C:5]([CH2:7][C:8]2[S:12][C:11]([CH2:13][OH:14])=[CH:10][CH:9]=2)=[CH:4][CH:3]=1. The catalyst class is: 7. (5) Reactant: [CH3:1][O:2][CH2:3][CH2:4][O:5][C:6](=[O:22])[NH:7][CH2:8][C@@H:9]1[CH2:14][CH2:13][CH2:12][N:11](C(OC(C)(C)C)=O)[CH2:10]1.C(O)(C(F)(F)F)=O.[OH-].[Na+]. Product: [CH3:1][O:2][CH2:3][CH2:4][O:5][C:6](=[O:22])[NH:7][CH2:8][C@@H:9]1[CH2:14][CH2:13][CH2:12][NH:11][CH2:10]1. The catalyst class is: 2. (6) Reactant: Br[CH2:2][C:3]1[N:8]=[C:7]([N:9]2[CH2:13][CH2:12][CH2:11][C:10]2=[O:14])[CH:6]=[CH:5][CH:4]=1.C1(P(=O)(C2C=CC=CC=2)C2C=CC=CC=2)C=CC=CC=1.[N-:35]=[N+:36]=[N-:37].[Na+]. Product: [N:35]([CH2:2][C:3]1[N:8]=[C:7]([N:9]2[CH2:13][CH2:12][CH2:11][C:10]2=[O:14])[CH:6]=[CH:5][CH:4]=1)=[N+:36]=[N-:37]. The catalyst class is: 3.